From a dataset of Forward reaction prediction with 1.9M reactions from USPTO patents (1976-2016). Predict the product of the given reaction. (1) Given the reactants C(=O)([O-])[O-].[K+].[K+].Cl[C:8]1[C:17]2[C:12](=[CH:13][CH:14]=[C:15]([O:18][CH3:19])[CH:16]=2)[N:11]=[CH:10][CH:9]=1.[CH3:20][O:21][C:22]([C:24]1[C:32]2[C:27](=[CH:28][CH:29]=[CH:30][CH:31]=2)[NH:26][CH:25]=1)=[O:23], predict the reaction product. The product is: [CH3:20][O:21][C:22]([C:24]1[C:32]2[C:27](=[CH:28][CH:29]=[CH:30][CH:31]=2)[N:26]([C:8]2[C:17]3[C:12](=[CH:13][CH:14]=[C:15]([O:18][CH3:19])[CH:16]=3)[N:11]=[CH:10][CH:9]=2)[CH:25]=1)=[O:23]. (2) Given the reactants [CH2:1]([C@H:4]([C:22]([O:24][C:25]([CH3:28])([CH3:27])[CH3:26])=[O:23])[CH2:5][C@@H:6]([C:15]([O:17][C:18]([CH3:21])([CH3:20])[CH3:19])=[O:16])[NH:7][C:8]([O:10][C:11]([CH3:14])([CH3:13])[CH3:12])=[O:9])[CH:2]=[CH2:3].[OH-:29].[Na+].OO, predict the reaction product. The product is: [C:11]([O:10][C:8]([NH:7][C@H:6]([C:15]([O:17][C:18]([CH3:21])([CH3:20])[CH3:19])=[O:16])[CH2:5][C@H:4]([CH2:1][CH2:2][CH2:3][OH:29])[C:22]([O:24][C:25]([CH3:28])([CH3:27])[CH3:26])=[O:23])=[O:9])([CH3:14])([CH3:13])[CH3:12]. (3) The product is: [CH3:1][CH:2]([CH3:15])[CH2:3][CH:4]=[C:5]1[CH2:6][CH2:7][C:8](=[O:9])[CH2:13][CH2:14]1. Given the reactants [CH3:1][CH:2]([CH3:15])[CH2:3][CH:4]=[C:5]1[CH2:14][CH2:13][C:8]2(OCC[O:9]2)[CH2:7][CH2:6]1.C(Cl)(Cl)Cl.O, predict the reaction product. (4) The product is: [ClH:1].[CH2:39]([N:42]([CH2:67][CH2:68][C:69]([O:71][CH2:72][CH3:73])=[O:70])[C:43]([C:45]1[CH:66]=[CH:65][C:48]2[N:49]([CH3:64])[C:50]([CH2:52][S:53]([C:55]3[CH:60]=[CH:59][C:58]([C:61](=[NH:62])[NH2:63])=[CH:57][CH:56]=3)(=[O:7])=[O:54])=[N:51][C:47]=2[CH:46]=1)=[O:44])[CH2:40][CH3:41]. Given the reactants [ClH:1].C(N(CCC(OCC)=O)C(C1C=CC2N(C)C(CSC3C=CC(C(=N)N)=CC=3)=NC=2C=1)=[O:7])CC.OO.Cl.[CH2:39]([N:42]([CH2:67][CH2:68][C:69]([O:71][CH2:72][CH3:73])=[O:70])[C:43]([C:45]1[CH:66]=[CH:65][C:48]2[N:49]([CH3:64])[C:50]([CH2:52][S:53]([C:55]3[CH:60]=[CH:59][C:58]([C:61](=[NH:63])[NH2:62])=[CH:57][CH:56]=3)=[O:54])=[N:51][C:47]=2[CH:46]=1)=[O:44])[CH2:40][CH3:41].C(OCC)(=O)C.C(O)C, predict the reaction product. (5) Given the reactants [F:1][CH:2]1[CH2:5][N:4]([C:6]([C:8]2[CH:9]=[N:10][N:11]([CH3:16])[C:12]=2[C:13]([OH:15])=O)=[O:7])[CH2:3]1.[CH3:17][O:18][C:19]1[CH:20]=[C:21]([C:25]2[N:26]=[C:27]3[N:32]=[C:31]([NH2:33])[CH:30]=[CH:29][N:28]3[CH:34]=2)[CH:22]=[CH:23][CH:24]=1, predict the reaction product. The product is: [CH3:17][O:18][C:19]1[CH:20]=[C:21]([C:25]2[N:26]=[C:27]3[N:32]=[C:31]([NH:33][C:13]([C:12]4[N:11]([CH3:16])[N:10]=[CH:9][C:8]=4[C:6]([N:4]4[CH2:3][CH:2]([F:1])[CH2:5]4)=[O:7])=[O:15])[CH:30]=[CH:29][N:28]3[CH:34]=2)[CH:22]=[CH:23][CH:24]=1. (6) Given the reactants Cl[CH:2]1[CH2:7][N:6]([C:8]2[N:13]=[CH:12][N:11]([CH2:14][C:15]3[S:16][C:17]([C:20]([F:23])([F:22])[F:21])=[CH:18][CH:19]=3)[C:10](=[O:24])[N:9]=2)[CH2:5][CH:4]=[C:3]1[C:25]1[CH:30]=[CH:29][C:28]([F:31])=[CH:27][CH:26]=1.C(N(CC)CC)C.[C-]#N.[K+].C(=O)(O)[O-].[Na+], predict the reaction product. The product is: [F:31][C:28]1[CH:27]=[CH:26][C:25]([C:3]2[CH:4]=[CH:5][N:6]([C:8]3[N:13]=[CH:12][N:11]([CH2:14][C:15]4[S:16][C:17]([C:20]([F:21])([F:22])[F:23])=[CH:18][CH:19]=4)[C:10](=[O:24])[N:9]=3)[CH2:7][CH:2]=2)=[CH:30][CH:29]=1. (7) Given the reactants [F:1][C:2]1[C:3]([OH:16])=[C:4]([CH2:10][C:11]([O:13][CH2:14][CH3:15])=[O:12])[CH:5]=[C:6]([F:9])[C:7]=1[F:8].[O-]CC.[Na+].Cl[C:22]1([C:45]([O:47][CH2:48][CH3:49])=[O:46])[CH2:27][CH2:26][CH2:25][N:24]2[C:28]([C:31]3[CH:36]=[CH:35][C:34]([C:37]4[O:41][C:40]([CH3:42])=[N:39][CH:38]=4)=[C:33]([O:43][CH3:44])[CH:32]=3)=[N:29][N:30]=[C:23]12, predict the reaction product. The product is: [CH2:14]([O:13][C:11](=[O:12])[CH2:10][C:4]1[C:3]([O:16][C:22]2([C:45]([O:47][CH2:48][CH3:49])=[O:46])[CH2:27][CH2:26][CH2:25][N:24]3[C:28]([C:31]4[CH:36]=[CH:35][C:34]([C:37]5[O:41][C:40]([CH3:42])=[N:39][CH:38]=5)=[C:33]([O:43][CH3:44])[CH:32]=4)=[N:29][N:30]=[C:23]23)=[C:2]([F:1])[C:7]([F:8])=[C:6]([F:9])[CH:5]=1)[CH3:15].